From a dataset of Full USPTO retrosynthesis dataset with 1.9M reactions from patents (1976-2016). Predict the reactants needed to synthesize the given product. (1) Given the product [N:15]1[C:16]2[C:21](=[CH:20][CH:19]=[CH:18][CH:17]=2)[C:12]([NH2:11])=[N:13][CH:14]=1, predict the reactants needed to synthesize it. The reactants are: C=O.ClC1C=C([NH:11][C:12]2[C:21]3[C:16](=[CH:17][C:18](OCC4N=C(C5CCNCC5)ON=4)=[C:19](OC)[CH:20]=3)[N:15]=[CH:14][N:13]=2)C=CC=1Cl. (2) Given the product [N:1]12[CH2:8][CH2:7][CH:4]([CH2:5][CH2:6]1)[CH:3]([O:9][C:10]([N:12]1[CH:16]=[CH:15][N:14]=[CH:13]1)=[O:11])[CH2:2]2, predict the reactants needed to synthesize it. The reactants are: [N:1]12[CH2:8][CH2:7][CH:4]([CH2:5][CH2:6]1)[CH:3]([OH:9])[CH2:2]2.[C:10](N1C=CN=C1)([N:12]1[CH:16]=[CH:15][N:14]=[CH:13]1)=[O:11].C(Cl)Cl. (3) Given the product [CH3:1][C:2]1([CH3:18])[O:6][CH:5]([CH2:7][C:8]2[C:15]([O:16][CH3:17])=[CH:14][CH:13]=[CH:12][C:9]=2/[CH:10]=[CH:1]/[C:2]([O:3][CH2:4][CH3:5])=[O:19])[CH2:4][O:3]1, predict the reactants needed to synthesize it. The reactants are: [CH3:1][C:2]1([CH3:18])[O:6][CH:5]([CH2:7][C:8]2[C:15]([O:16][CH3:17])=[CH:14][CH:13]=[CH:12][C:9]=2[CH:10]=O)[CH2:4][O:3]1.[OH2:19]. (4) Given the product [Cl:17][C:18]1[CH:23]=[C:22]([O:8][C:9]2[CH:16]=[N:15][CH:14]=[CH:13][C:10]=2[C:11]#[N:12])[CH:21]=[CH:20][N:19]=1, predict the reactants needed to synthesize it. The reactants are: [H-].[Na+].CN(C=O)C.[OH:8][C:9]1[CH:16]=[N:15][CH:14]=[CH:13][C:10]=1[C:11]#[N:12].[Cl:17][C:18]1[CH:23]=[C:22]([N+]([O-])=O)[CH:21]=[CH:20][N:19]=1. (5) The reactants are: N[C:2]1[CH:3]=[C:4]2[C:8](=[CH:9][CH:10]=1)[C:7](=[O:11])[NH:6][C:5]2=[O:12].[BrH:13]. Given the product [Br:13][C:2]1[CH:3]=[C:4]2[C:8](=[CH:9][CH:10]=1)[C:7](=[O:11])[NH:6][C:5]2=[O:12], predict the reactants needed to synthesize it. (6) Given the product [F:33][C:2]1([F:1])[O:6][C:5]2[CH:7]=[CH:8][C:9]([C:11]3([C:14]([NH:16][C:17]4[CH:18]=[CH:19][C:20]([CH3:32])=[C:21]([C:23]5[CH:28]=[C:27]([CH3:29])[NH:26][C:25](=[O:30])[CH:24]=5)[N:22]=4)=[O:15])[CH2:13][CH2:12]3)=[CH:10][C:4]=2[O:3]1, predict the reactants needed to synthesize it. The reactants are: [F:1][C:2]1([F:33])[O:6][C:5]2[CH:7]=[CH:8][C:9]([C:11]3([C:14]([NH:16][C:17]4[N:22]=[C:21]([C:23]5[CH:28]=[C:27]([CH3:29])[N:26]=[C:25]([O:30]C)[CH:24]=5)[C:20]([CH3:32])=[CH:19][CH:18]=4)=[O:15])[CH2:13][CH2:12]3)=[CH:10][C:4]=2[O:3]1.[Si](I)(C)(C)C.CO.C(OCC)(=O)C. (7) Given the product [CH3:7][O:8][C:9]1[CH:10]=[CH:11][C:12]([N:15]2[CH2:20][CH2:19][N:18]([C:21]3[C:22]([CH3:35])=[C:23]([CH3:34])[C:24]4[O:28][C:27]([CH3:29])([CH3:30])[CH:26]([CH2:31][OH:5])[C:25]=4[C:32]=3[CH3:33])[CH2:17][CH2:16]2)=[CH:13][CH:14]=1, predict the reactants needed to synthesize it. The reactants are: B.C1C[O:5]CC1.[CH3:7][O:8][C:9]1[CH:14]=[CH:13][C:12]([N:15]2[CH2:20][CH2:19][N:18]([C:21]3[C:22]([CH3:35])=[C:23]([CH3:34])[C:24]4[O:28][C:27]([CH3:30])([CH3:29])[C:26](=[CH2:31])[C:25]=4[C:32]=3[CH3:33])[CH2:17][CH2:16]2)=[CH:11][CH:10]=1.[H][H].[OH-].[Na+].O.OO. (8) Given the product [F:27][C:25]1[CH:24]=[CH:23][C:20]2[S:21][CH:22]=[C:18]([CH2:17][N:7]3[C:8]4[C:13](=[CH:12][C:11]([CH3:15])=[CH:10][CH:9]=4)[CH:14]=[C:6]3[C:4]([OH:3])=[O:5])[C:19]=2[CH:26]=1, predict the reactants needed to synthesize it. The reactants are: C([O:3][C:4]([C:6]1[NH:7][C:8]2[C:13]([CH:14]=1)=[CH:12][C:11]([CH3:15])=[CH:10][CH:9]=2)=[O:5])C.Br[CH2:17][C:18]1[C:19]2[CH:26]=[C:25]([F:27])[CH:24]=[CH:23][C:20]=2[S:21][CH:22]=1. (9) Given the product [C:15]([Si:12]([CH3:14])([CH3:13])[N:1]1[C:5]2=[N:6][CH:7]=[CH:8][CH:9]=[C:4]2[CH2:3][CH2:2]1)([CH3:18])([CH3:17])[CH3:16], predict the reactants needed to synthesize it. The reactants are: [NH:1]1[C:5]2=[N:6][CH:7]=[CH:8][CH:9]=[C:4]2[CH2:3][CH2:2]1.[H-].[Na+].[Si:12](Cl)([C:15]([CH3:18])([CH3:17])[CH3:16])([CH3:14])[CH3:13]. (10) Given the product [CH2:1]([S:3]([C:4]1[CH:9]=[CH:8][CH:7]=[CH:6][C:5]=1[C:10]1[N:22]([CH3:23])[C:13]2=[N:14][CH:15]=[C:16]([C:18]([F:21])([F:19])[F:20])[CH:17]=[C:12]2[N:11]=1)=[O:25])[CH3:2], predict the reactants needed to synthesize it. The reactants are: [CH2:1]([S:3][C:4]1[CH:9]=[CH:8][CH:7]=[CH:6][C:5]=1[C:10]1[N:22]([CH3:23])[C:13]2=[N:14][CH:15]=[C:16]([C:18]([F:21])([F:20])[F:19])[CH:17]=[C:12]2[N:11]=1)[CH3:2].I([O-])(=O)(=O)=[O:25].[Na+].CO.